This data is from Full USPTO retrosynthesis dataset with 1.9M reactions from patents (1976-2016). The task is: Predict the reactants needed to synthesize the given product. (1) Given the product [Br:6][C:7]1[CH:8]=[C:9]([C:10]2[S:4][C:3]([NH2:5])=[N:2][N:1]=2)[CH:12]=[CH:13][CH:14]=1, predict the reactants needed to synthesize it. The reactants are: [NH2:1][NH:2][C:3]([NH2:5])=[S:4].[Br:6][C:7]1[CH:8]=[C:9]([CH:12]=[CH:13][CH:14]=1)[CH:10]=O. (2) The reactants are: [OH:1][C:2]1[CH:3]=[C:4]2[C:9](=[CH:10][CH:11]=1)[C:8]([NH:12][C:13](=[O:19])[O:14][C:15]([CH3:18])([CH3:17])[CH3:16])=[CH:7][CH:6]=[CH:5]2.C(N(CC)CC)C.C1C=CC(N([S:34]([C:37]([F:40])([F:39])[F:38])(=[O:36])=[O:35])[S:34]([C:37]([F:40])([F:39])[F:38])(=[O:36])=[O:35])=CC=1. Given the product [F:38][C:37]([F:40])([F:39])[S:34]([O:1][C:2]1[CH:11]=[CH:10][C:9]2[C:4](=[CH:5][CH:6]=[CH:7][C:8]=2[NH:12][C:13]([O:14][C:15]([CH3:16])([CH3:18])[CH3:17])=[O:19])[CH:3]=1)(=[O:36])=[O:35], predict the reactants needed to synthesize it. (3) Given the product [CH3:1][N:3]([C:16]1[N:24]=[C:23]2[C:19]([N:20]=[CH:21][N:22]2[CH2:25][C:26]2[CH:31]=[CH:30][C:29]([O:32][CH3:33])=[CH:28][CH:27]=2)=[C:18]([C:34]2[O:35][CH:36]=[CH:37][CH:38]=2)[N:17]=1)[CH3:4], predict the reactants needed to synthesize it. The reactants are: [CH2:1]([N:3](CC)[CH2:4]C)C.Cl.COC(=O)CN.Cl[C:16]1[N:24]=[C:23]2[C:19]([N:20]=[CH:21][N:22]2[CH2:25][C:26]2[CH:31]=[CH:30][C:29]([O:32][CH3:33])=[CH:28][CH:27]=2)=[C:18]([C:34]2[O:35][CH:36]=[CH:37][CH:38]=2)[N:17]=1.